This data is from Reaction yield outcomes from USPTO patents with 853,638 reactions. The task is: Predict the reaction yield, written as a fraction of the theoretical maximum amount of product (1.0 means a 100% yield; for example, 0.34 means a 34% yield). (1) The reactants are [Cl:1][CH2:2][CH2:3][CH2:4][S:5]([O:8][CH2:9][C:10]([CH3:26])([CH3:25])[CH:11]([O:15][CH2:16][C:17]1[CH:22]=[CH:21][C:20]([O:23][CH3:24])=[CH:19][CH:18]=1)[C:12]([OH:14])=[O:13])(=[O:7])=[O:6].C(Cl)(=O)C(Cl)=O.[N:33]1([CH2:39][CH2:40]O)[CH2:38][CH2:37][O:36][CH2:35][CH2:34]1. The catalyst is ClCCl. The product is [Cl:1][CH2:2][CH2:3][CH2:4][S:5]([O:8][CH2:9][C:10]([CH3:26])([CH3:25])[CH:11]([O:15][CH2:16][C:17]1[CH:22]=[CH:21][C:20]([O:23][CH3:24])=[CH:19][CH:18]=1)[C:12]([O:14][CH2:40][CH2:39][N:33]1[CH2:38][CH2:37][O:36][CH2:35][CH2:34]1)=[O:13])(=[O:7])=[O:6]. The yield is 0.350. (2) The reactants are [F:1][C:2]1[CH:7]=[CH:6][C:5]([C:8]2[C:12]([CH2:13][O:14][C:15]3[CH:23]=[CH:22][C:18]([C:19](O)=[O:20])=[CH:17][N:16]=3)=[C:11]([CH2:24][OH:25])[O:10][N:9]=2)=[CH:4][CH:3]=1.O.ON1C2C=CC=CC=2N=N1.C(N(C(C)C)C(C)C)C.Cl.CN(C)CCCN=C=NCC.[CH3:58][N:59]1[CH:63]=[C:62]([NH2:64])[CH:61]=[N:60]1. The catalyst is C1COCC1.CCCCCCC.C(OCC)(=O)C. The product is [F:1][C:2]1[CH:3]=[CH:4][C:5]([C:8]2[C:12]([CH2:13][O:14][C:15]3[CH:23]=[CH:22][C:18]([C:19]([NH:64][C:62]4[CH:61]=[N:60][N:59]([CH3:58])[CH:63]=4)=[O:20])=[CH:17][N:16]=3)=[C:11]([CH2:24][OH:25])[O:10][N:9]=2)=[CH:6][CH:7]=1. The yield is 0.570. (3) The reactants are C[O:2][C:3]([C:5]1[C:10]([F:11])=[CH:9][C:8]([O:12][C:13]2[C:18]3[CH2:19][C:20]([CH3:23])([CH3:22])[O:21][C:17]=3[CH:16]=[C:15]([C:24](=[O:32])[NH:25][C:26]3[CH:30]=[CH:29][N:28]([CH3:31])[N:27]=3)[CH:14]=2)=[CH:7][N:6]=1)=[O:4].[OH-].[Na+]. The catalyst is C1COCC1. The product is [CH3:22][C:20]1([CH3:23])[CH2:19][C:18]2[C:13]([O:12][C:8]3[CH:9]=[C:10]([F:11])[C:5]([C:3]([OH:4])=[O:2])=[N:6][CH:7]=3)=[CH:14][C:15]([C:24](=[O:32])[NH:25][C:26]3[CH:30]=[CH:29][N:28]([CH3:31])[N:27]=3)=[CH:16][C:17]=2[O:21]1. The yield is 0.870. (4) The reactants are [Cl:1][C:2]1[CH:7]=[C:6]([Cl:8])[CH:5]=[C:4]([Cl:9])[C:3]=1[C:10]1[C:11]([OH:16])=[CH:12][CH:13]=[CH:14][CH:15]=1.C(=O)([O-])[O-].[K+].[K+].C(Br)C=C.[CH2:27]([O:30]CC=C)[CH:28]=[CH2:29].C(C1C(C(F)(F)F)=CC=C(Cl)C=1O)C=C.C(C1C=CC=C(C2C(Cl)=CC(Cl)=CC=2Cl)C=1O)C=C.ClC1C=C(C=CC=1)C(OO)=O.ClC1C2OC(CO)CC=2C(C(F)(F)F)=CC=1. The catalyst is C1(C)C=C(C)C=C(C)C=1. The product is [Cl:1][C:2]1[CH:7]=[C:6]([Cl:8])[CH:5]=[C:4]([Cl:9])[C:3]=1[C:10]1[C:11]2[O:16][CH:28]([CH2:27][OH:30])[CH2:29][C:12]=2[CH:13]=[CH:14][CH:15]=1. The yield is 0.950. (5) The reactants are [NH:1]1[C:9]2[C:4](=[CH:5][CH:6]=[CH:7]C=2)[CH:3]=C1.C([Cu])#N.C[N:14]1[C:18](=O)[CH2:17][CH2:16][CH2:15]1.C[C:21](=[O:25])[O:22]CC. No catalyst specified. The product is [C:9]([C:4]1[CH:3]=[C:18]2[C:17]([C:16]([C:21]([OH:25])=[O:22])=[CH:15][NH:14]2)=[C:6]([CH3:7])[CH:5]=1)#[N:1]. The yield is 0.456. (6) The yield is 1.00. The reactants are [CH3:1][C:2]1[CH:3]=[CH:4][C:5]([CH2:9][CH2:10][CH3:11])=[C:6]([CH:8]=1)[NH2:7].[C:12]([N:20]=[C:21]=[S:22])(=[O:19])[C:13]1[CH:18]=[CH:17][CH:16]=[CH:15][CH:14]=1. The product is [CH3:1][C:2]1[CH:3]=[CH:4][C:5]([CH2:9][CH2:10][CH3:11])=[C:6]([NH:7][C:21]([NH:20][C:12](=[O:19])[C:13]2[CH:14]=[CH:15][CH:16]=[CH:17][CH:18]=2)=[S:22])[CH:8]=1. The catalyst is CC(C)=O. (7) The reactants are CCOC(/N=N/C(OCC)=O)=O.[OH:13][C:14]1[CH:21]=[CH:20][C:17]([CH:18]=[O:19])=[CH:16][CH:15]=1.[CH:22]1(O)[CH2:26][CH2:25][CH2:24][CH2:23]1.C1(P(C2C=CC=CC=2)C2C=CC=CC=2)C=CC=CC=1. The catalyst is O1CCCC1. The product is [CH:22]1([O:13][C:14]2[CH:21]=[CH:20][C:17]([CH:18]=[O:19])=[CH:16][CH:15]=2)[CH2:26][CH2:25][CH2:24][CH2:23]1. The yield is 0.560.